Dataset: Forward reaction prediction with 1.9M reactions from USPTO patents (1976-2016). Task: Predict the product of the given reaction. (1) The product is: [F:34][CH:2]([F:1])[C:3]1[CH:12]=[C:11]2[C:6]([CH2:7][CH2:8][CH2:9][N:10]2[C:13]2[C:17]3[CH2:18][N:19]([C:44]([NH:43][CH3:42])=[O:45])[CH2:20][CH2:21][C:16]=3[N:15]([C:22]3[CH:27]=[CH:26][CH:25]=[CH:24][CH:23]=3)[N:14]=2)=[CH:5][C:4]=1[C:28]1[CH:29]=[N:30][N:31]([CH3:33])[CH:32]=1. Given the reactants [F:1][CH:2]([F:34])[C:3]1[CH:12]=[C:11]2[C:6]([CH2:7][CH2:8][CH2:9][N:10]2[C:13]2[C:17]3[CH2:18][NH:19][CH2:20][CH2:21][C:16]=3[N:15]([C:22]3[CH:27]=[CH:26][CH:25]=[CH:24][CH:23]=3)[N:14]=2)=[CH:5][C:4]=1[C:28]1[CH:29]=[N:30][N:31]([CH3:33])[CH:32]=1.C(N(CC)CC)C.[CH3:42][NH:43][C:44](N1C=CN=C1)=[O:45], predict the reaction product. (2) Given the reactants Cl.[NH:2]1[CH2:7][CH2:6][CH2:5][CH:4]([C:8]2[CH:23]=[CH:22][C:11]([O:12][C:13]3[CH:21]=[CH:20][C:16]([C:17]([NH2:19])=[O:18])=[CH:15][N:14]=3)=[CH:10][CH:9]=2)[CH2:3]1.[BH4-].[Na+], predict the reaction product. The product is: [CH3:3][CH:4]([CH3:8])[CH2:5][CH2:6][N:2]1[CH2:7][CH2:6][CH2:5][CH:4]([C:8]2[CH:9]=[CH:10][C:11]([O:12][C:13]3[CH:21]=[CH:20][C:16]([C:17]([NH2:19])=[O:18])=[CH:15][N:14]=3)=[CH:22][CH:23]=2)[CH2:3]1.